From a dataset of Forward reaction prediction with 1.9M reactions from USPTO patents (1976-2016). Predict the product of the given reaction. Given the reactants Cl[C:2]1[N:7]=[C:6]([NH:8][CH3:9])[C:5]([N+:10]([O-:12])=[O:11])=[CH:4][N:3]=1.[CH2:13]([N:15]([CH2:26][CH3:27])[CH2:16][CH2:17][O:18][C:19]1[CH:25]=[CH:24][C:22]([NH2:23])=[CH:21][CH:20]=1)[CH3:14], predict the reaction product. The product is: [CH2:26]([N:15]([CH2:13][CH3:14])[CH2:16][CH2:17][O:18][C:19]1[CH:20]=[CH:21][C:22]([NH:23][C:2]2[N:7]=[C:6]([NH:8][CH3:9])[C:5]([N+:10]([O-:12])=[O:11])=[CH:4][N:3]=2)=[CH:24][CH:25]=1)[CH3:27].